Dataset: Catalyst prediction with 721,799 reactions and 888 catalyst types from USPTO. Task: Predict which catalyst facilitates the given reaction. (1) Reactant: [CH3:1][N-:2][CH3:3].[Li+].[F:5][C:6]([F:12])([F:11])[S:7]([O-:10])(=[O:9])=[O:8].[CH3:13][N:14]([C+:16]([N:18]([CH3:20])[CH3:19])Cl)[CH3:15]. Product: [F:5][C:6]([F:12])([F:11])[S:7]([O-:10])(=[O:9])=[O:8].[CH3:13][N:14]([CH3:15])[C:16](=[N+:2]([CH3:3])[CH3:1])[N:18]([CH3:20])[CH3:19]. The catalyst class is: 10. (2) Reactant: C([O:3][C:4](=[O:32])[CH2:5][CH:6]([N:10]1[C:14]2[CH:15]=[CH:16][CH:17]=[CH:18][C:13]=2[N:12]([CH2:19][C:20]2[C:24]3[C:25]([CH3:30])=[CH:26][C:27]([CH3:29])=[CH:28][C:23]=3[S:22][N:21]=2)[C:11]1=[O:31])[CH2:7][CH2:8][CH3:9])C.O.[Li+].[OH-]. Product: [CH3:30][C:25]1[C:24]2[C:20]([CH2:19][N:12]3[C:13]4[CH:18]=[CH:17][CH:16]=[CH:15][C:14]=4[N:10]([CH:6]([CH2:7][CH2:8][CH3:9])[CH2:5][C:4]([OH:32])=[O:3])[C:11]3=[O:31])=[N:21][S:22][C:23]=2[CH:28]=[C:27]([CH3:29])[CH:26]=1. The catalyst class is: 12. (3) Reactant: [Br:1][C:2]1[CH:27]=[CH:26][C:5]([CH2:6][C@@:7]2([CH3:25])[N:11]3[C:12](I)=[CH:13][N:14]=[C:10]3[N:9]([C:16]3[CH:21]=[C:20]([Cl:22])[CH:19]=[C:18]([Cl:23])[CH:17]=3)[C:8]2=[O:24])=[CH:4][CH:3]=1.C([Mg]Br)(C)C.[C:33](=[O:35])=[O:34]. Product: [Br:1][C:2]1[CH:27]=[CH:26][C:5]([CH2:6][C@@:7]2([CH3:25])[N:11]3[C:12]([C:33]([OH:35])=[O:34])=[CH:13][N:14]=[C:10]3[N:9]([C:16]3[CH:21]=[C:20]([Cl:22])[CH:19]=[C:18]([Cl:23])[CH:17]=3)[C:8]2=[O:24])=[CH:4][CH:3]=1. The catalyst class is: 1.